Task: Predict the product of the given reaction.. Dataset: Forward reaction prediction with 1.9M reactions from USPTO patents (1976-2016) The product is: [C:1]([O:5][C:6]([NH:8][CH2:9][C:10]#[C:11][CH2:12][O:13][C:14]1[CH:19]=[CH:18][C:17]([NH2:20])=[CH:16][CH:15]=1)=[O:7])([CH3:4])([CH3:2])[CH3:3]. Given the reactants [C:1]([O:5][C:6]([NH:8][CH2:9][C:10]#[C:11][CH2:12][O:13][C:14]1[CH:19]=[CH:18][C:17]([N+:20]([O-])=O)=[CH:16][CH:15]=1)=[O:7])([CH3:4])([CH3:3])[CH3:2], predict the reaction product.